This data is from Full USPTO retrosynthesis dataset with 1.9M reactions from patents (1976-2016). The task is: Predict the reactants needed to synthesize the given product. (1) Given the product [CH3:12][O:13][C:14](=[O:18])[C:15]([CH3:17])([CH3:16])[CH2:20][CH2:21][CH2:22][CH2:23][CH2:24][CH2:25][C:26]1[CH:31]=[CH:30][CH:29]=[CH:28][CH:27]=1, predict the reactants needed to synthesize it. The reactants are: [Li]CCCC.CCCCCC.[CH3:12][O:13][C:14](=[O:18])[CH:15]([CH3:17])[CH3:16].I[CH2:20][CH2:21][CH2:22][CH2:23][CH2:24][CH2:25][C:26]1[CH:31]=[CH:30][CH:29]=[CH:28][CH:27]=1. (2) Given the product [CH3:19][O:17][C:16](=[O:18])[CH2:15][C:13]1[CH:12]=[CH:11][C:10]2[O:6][CH2:7][CH2:8][C:9]=2[CH:14]=1, predict the reactants needed to synthesize it. The reactants are: OS(O)(=O)=O.[O:6]1[C:10]2[CH:11]=[CH:12][C:13]([CH2:15][C:16]([OH:18])=[O:17])=[CH:14][C:9]=2[CH2:8][CH2:7]1.[C:19]([O-])(O)=O.[Na+].